Dataset: Forward reaction prediction with 1.9M reactions from USPTO patents (1976-2016). Task: Predict the product of the given reaction. Given the reactants [F:1][C:2]1[C:10]([O:11][C:12]2[C:17]3=[C:18]([CH3:26])[C:19]([O:21][CH2:22][CH:23]4[CH2:25][O:24]4)=[CH:20][N:16]3[N:15]=[CH:14][N:13]=2)=[CH:9][CH:8]=[C:7]2[C:3]=1[CH:4]=[C:5]([CH3:27])[NH:6]2.[CH3:28][N:29]([CH3:34])[S:30]([NH2:33])(=[O:32])=[O:31].[C:35](=O)([O-])[O-].[K+].[K+], predict the reaction product. The product is: [F:1][C:2]1[C:10]([O:11][C:12]2[C:17]3=[C:18]([CH3:26])[C:19]([O:21][CH2:22][CH:23]([OH:24])[CH2:25][CH2:35][NH:33][S:30]([N:29]([CH3:34])[CH3:28])(=[O:32])=[O:31])=[CH:20][N:16]3[N:15]=[CH:14][N:13]=2)=[CH:9][CH:8]=[C:7]2[C:3]=1[CH:4]=[C:5]([CH3:27])[NH:6]2.